From a dataset of Reaction yield outcomes from USPTO patents with 853,638 reactions. Predict the reaction yield, written as a fraction of the theoretical maximum amount of product (1.0 means a 100% yield; for example, 0.34 means a 34% yield). The reactants are [Cl:1][C:2]1[N:10]=[C:9]2[C:5]([N:6]=[CH:7][NH:8]2)=[C:4]([Cl:11])[N:3]=1.[C:12]([O-])([O-])=O.[K+].[K+].IC. The catalyst is CN(C=O)C. The product is [Cl:1][C:2]1[N:10]=[C:9]2[C:5]([N:6]=[CH:7][N:8]2[CH3:12])=[C:4]([Cl:11])[N:3]=1. The yield is 0.640.